Task: Predict the reactants needed to synthesize the given product.. Dataset: Full USPTO retrosynthesis dataset with 1.9M reactions from patents (1976-2016) (1) Given the product [CH2:5]1[C:6](=[O:7])[N:2]([OH:1])[C:3](=[O:8])[CH2:4]1.[Br:9][CH:10]([CH3:14])[C:11]([O-:13])=[O:12], predict the reactants needed to synthesize it. The reactants are: [OH:1][N:2]1[C:6](=[O:7])[CH2:5][CH2:4][C:3]1=[O:8].[Br:9][CH:10]([CH3:14])[C:11]([OH:13])=[O:12].C1(N=C=NC2CCCCC2)CCCCC1. (2) Given the product [N:11]([CH2:2][C:3]1[CH:4]=[C:5]([CH:8]=[CH:9][CH:10]=1)[C:6]#[N:7])=[N+:12]=[N-:13], predict the reactants needed to synthesize it. The reactants are: Br[CH2:2][C:3]1[CH:4]=[C:5]([CH:8]=[CH:9][CH:10]=1)[C:6]#[N:7].[N-:11]=[N+:12]=[N-:13].[Na+].O. (3) The reactants are: [F:1][C:2]1[CH:3]=[C:4]([CH2:9][C@@H:10]([C:27]2[C:32]([C:33]3[CH:34]=[C:35]([CH:39]=[CH:40][CH:41]=3)[C:36]([NH2:38])=[O:37])=[CH:31][CH:30]=[CH:29][N:28]=2)[NH:11][C:12](=[O:26])[CH2:13][N:14]2[C:22]3[C:17](=[CH:18][CH:19]=[C:20]([O:23]C)[CH:21]=3)[C:16]([CH3:25])=[N:15]2)[CH:5]=[C:6]([F:8])[CH:7]=1.B(Br)(Br)Br. Given the product [F:8][C:6]1[CH:5]=[C:4]([CH2:9][C@@H:10]([C:27]2[C:32]([C:33]3[CH:34]=[C:35]([CH:39]=[CH:40][CH:41]=3)[C:36]([NH2:38])=[O:37])=[CH:31][CH:30]=[CH:29][N:28]=2)[NH:11][C:12](=[O:26])[CH2:13][N:14]2[C:22]3[C:17](=[CH:18][CH:19]=[C:20]([OH:23])[CH:21]=3)[C:16]([CH3:25])=[N:15]2)[CH:3]=[C:2]([F:1])[CH:7]=1, predict the reactants needed to synthesize it.